From a dataset of Full USPTO retrosynthesis dataset with 1.9M reactions from patents (1976-2016). Predict the reactants needed to synthesize the given product. Given the product [CH2:11]([O:10][P:9]([Cl:1])(=[O:18])[O:19][CH2:26][C:20]1[CH:25]=[CH:24][CH:23]=[CH:22][CH:21]=1)[C:12]1[CH:17]=[CH:16][CH:15]=[CH:14][CH:13]=1, predict the reactants needed to synthesize it. The reactants are: [Cl:1]N1C(=O)CCC1=O.[P:9]([O-:19])([O-:18])[O:10][CH2:11][C:12]1[CH:17]=[CH:16][CH:15]=[CH:14][CH:13]=1.[C:20]1([CH3:26])[CH:25]=[CH:24][CH:23]=[CH:22][CH:21]=1.